This data is from Catalyst prediction with 721,799 reactions and 888 catalyst types from USPTO. The task is: Predict which catalyst facilitates the given reaction. (1) Reactant: Cl[C:2]1[N:7]=[C:6]([NH2:8])[CH:5]=[CH:4][N:3]=1.[O-]CC.[Na+].[CH3:13][N:14]([CH3:18])[CH2:15][CH2:16][OH:17]. Product: [CH3:13][N:14]([CH3:18])[CH2:15][CH2:16][O:17][C:2]1[N:7]=[C:6]([NH2:8])[CH:5]=[CH:4][N:3]=1. The catalyst class is: 9. (2) Reactant: C(OC([N:8]1[CH2:20][C@@H:19]([CH3:21])[N:18]2[C@H:10]([CH2:11][C:12]3[C:17]2=[N:16][C:15]([CH2:22][S:23]C(C2C=CC=CC=2)(C2C=CC=CC=2)C2C=CC=CC=2)=[C:14]([CH:43]=O)[CH:13]=3)[CH2:9]1)=O)(C)(C)C. The catalyst class is: 106. Product: [NH3:8].[CH3:21][C@@H:19]1[CH2:20][NH:8][CH2:9][C@@H:10]2[N:18]1[C:17]1[N:16]=[C:15]3[CH2:22][S:23][CH2:43][C:14]3=[CH:13][C:12]=1[CH2:11]2. (3) Reactant: F[C:2]1[C:3]([CH:16]=[O:17])=[CH:4][C:5]2[C:6]([CH3:15])([CH3:14])[CH2:7][CH2:8][C:9]([CH3:13])([CH3:12])[C:10]=2[CH:11]=1.[NH:18]1[CH:22]=[CH:21][CH:20]=[N:19]1.C(=O)([O-])[O-].[K+].[K+]. Product: [CH3:12][C:9]1([CH3:13])[CH2:8][CH2:7][C:6]([CH3:15])([CH3:14])[C:5]2[CH:4]=[C:3]([CH:16]=[O:17])[C:2]([N:18]3[CH:22]=[CH:21][CH:20]=[N:19]3)=[CH:11][C:10]1=2. The catalyst class is: 16. (4) Reactant: [C:1]1(=O)[C:12]2=[C:13]3[C:8](=[CH:9][CH:10]=[CH:11]2)[CH2:7][CH2:6][CH2:5][CH:4]3[CH2:3][CH2:2]1.[BH4-].[Na+].[Cl-].[Al+3].[Cl-].[Cl-]. Product: [CH2:11]1[C:12]2=[C:13]3[C:4](=[CH:3][CH:2]=[CH:1]2)[CH2:5][CH2:6][CH2:7][CH:8]3[CH2:9][CH2:10]1. The catalyst class is: 54. (5) Product: [Cl:16][C:7]1[C:6]([C:11]([F:14])([F:13])[F:12])=[CH:5][C:4]([N+:1]([O-:3])=[O:2])=[CH:9][N:8]=1. The catalyst class is: 265. Reactant: [N+:1]([C:4]1[CH:5]=[C:6]([C:11]([F:14])([F:13])[F:12])[C:7](O)=[N:8][CH:9]=1)([O-:3])=[O:2].P(Cl)(Cl)(Cl)(Cl)[Cl:16]. (6) Reactant: C([O:3][C:4](=[O:35])[C:5]1[CH:10]=[CH:9][CH:8]=[C:7]([C:11]2[N:16]3[N:17]=[C:18]([NH:20][C:21]4[CH:26]=[CH:25][C:24]([O:27][CH2:28][CH2:29][N:30]5[CH2:34][CH2:33][CH2:32][CH2:31]5)=[CH:23][CH:22]=4)[N:19]=[C:15]3[CH:14]=[CH:13][CH:12]=2)[CH:6]=1)C.[OH-].[K+]. Product: [N:30]1([CH2:29][CH2:28][O:27][C:24]2[CH:25]=[CH:26][C:21]([NH:20][C:18]3[N:19]=[C:15]4[CH:14]=[CH:13][CH:12]=[C:11]([C:7]5[CH:6]=[C:5]([CH:10]=[CH:9][CH:8]=5)[C:4]([OH:35])=[O:3])[N:16]4[N:17]=3)=[CH:22][CH:23]=2)[CH2:31][CH2:32][CH2:33][CH2:34]1. The catalyst class is: 8. (7) Reactant: Br[C:2]1[CH:10]=[C:9]2[C:5]([C:6]([C:20]([C:26]3[CH:27]=[C:28]4[C:32](=[CH:33][CH:34]=3)[N:31]([C:35]3[CH:40]=[CH:39][C:38]([F:41])=[CH:37][CH:36]=3)[N:30]=[CH:29]4)([OH:25])[C:21]([F:24])([F:23])[F:22])=[CH:7][N:8]2[CH2:11][C:12]2[CH:17]=[CH:16][C:15]([O:18][CH3:19])=[CH:14][CH:13]=2)=[CH:4][CH:3]=1.[CH2:42]([Sn](CCCC)(CCCC)C=C)[CH2:43]CC. Product: [F:24][C:21]([F:22])([F:23])[C:20]([C:26]1[CH:27]=[C:28]2[C:32](=[CH:33][CH:34]=1)[N:31]([C:35]1[CH:40]=[CH:39][C:38]([F:41])=[CH:37][CH:36]=1)[N:30]=[CH:29]2)([C:6]1[C:5]2[C:9](=[CH:10][C:2]([CH:42]=[CH2:43])=[CH:3][CH:4]=2)[N:8]([CH2:11][C:12]2[CH:13]=[CH:14][C:15]([O:18][CH3:19])=[CH:16][CH:17]=2)[CH:7]=1)[OH:25]. The catalyst class is: 11. (8) Reactant: Cl[C:2]1[N:7]=[CH:6][C:5]([N+:8]([O-:10])=[O:9])=[CH:4][N:3]=1.[CH2:11]1[C:16]2([CH2:21][CH2:20][N:19]([C:22]([O:24][C:25]([CH3:28])([CH3:27])[CH3:26])=[O:23])[CH2:18][CH2:17]2)[CH2:15][CH2:14][CH2:13][NH:12]1.CC(C1C=C(C(C)C)C(C2C=CC=CC=2P(C2CCCCC2)C2CCCCC2)=C(C(C)C)C=1)C.[O-]P([O-])([O-])=O.[K+].[K+].[K+]. The catalyst class is: 333. Product: [C:25]([O:24][C:22]([N:19]1[CH2:18][CH2:17][C:16]2([CH2:11][N:12]([C:2]3[N:7]=[CH:6][C:5]([N+:8]([O-:10])=[O:9])=[CH:4][N:3]=3)[CH2:13][CH2:14][CH2:15]2)[CH2:21][CH2:20]1)=[O:23])([CH3:28])([CH3:26])[CH3:27]. (9) Reactant: [Br:1][C:2]1[CH:10]=[CH:9][C:8]([F:11])=[CH:7][C:3]=1[C:4]([OH:6])=[O:5].[C:12](=O)([O-])[O-].[K+].[K+].IC. Product: [CH3:12][O:5][C:4](=[O:6])[C:3]1[CH:7]=[C:8]([F:11])[CH:9]=[CH:10][C:2]=1[Br:1]. The catalyst class is: 9.